Dataset: Forward reaction prediction with 1.9M reactions from USPTO patents (1976-2016). Task: Predict the product of the given reaction. (1) Given the reactants [CH:1](=O)[CH2:2][CH:3]([CH3:5])[CH3:4].[N+:7]([CH3:10])([O-:9])=[O:8], predict the reaction product. The product is: [CH3:4][CH:3]([CH3:5])[CH2:2][CH:1]=[CH:10][N+:7]([O-:9])=[O:8]. (2) Given the reactants [H-].[Na+].[CH3:3][C:4]1[CH:5]=[CH:6][C:7]([S:10]([NH2:13])(=[O:12])=[O:11])=[CH:8][CH:9]=1.[Br:14][C:15]1[CH:20]=[CH:19][C:18]([CH2:21]Br)=[C:17]([CH2:23]Br)[CH:16]=1, predict the reaction product. The product is: [Br:14][C:15]1[CH:16]=[C:17]2[C:18](=[CH:19][CH:20]=1)[CH2:21][N:13]([S:10]([C:7]1[CH:6]=[CH:5][C:4]([CH3:3])=[CH:9][CH:8]=1)(=[O:12])=[O:11])[CH2:23]2. (3) Given the reactants C([O:4][C:5]1[CH:6]=[C:7]([C:11]2[N:20]=[C:19]([NH:21][C:22]3[CH:23]=[C:24]4[C:28](=[CH:29][CH:30]=3)[N:27]([C:31]([O:33][C:34]([CH3:37])([CH3:36])[CH3:35])=[O:32])[N:26]=[CH:25]4)[C:18]3[C:13](=[CH:14][CH:15]=[CH:16][CH:17]=3)[N:12]=2)[CH:8]=[CH:9][CH:10]=1)(=O)C.[NH4+].[OH-], predict the reaction product. The product is: [OH:4][C:5]1[CH:6]=[C:7]([C:11]2[N:20]=[C:19]([NH:21][C:22]3[CH:23]=[C:24]4[C:28](=[CH:29][CH:30]=3)[N:27]([C:31]([O:33][C:34]([CH3:37])([CH3:36])[CH3:35])=[O:32])[N:26]=[CH:25]4)[C:18]3[C:13](=[CH:14][CH:15]=[CH:16][CH:17]=3)[N:12]=2)[CH:8]=[CH:9][CH:10]=1. (4) Given the reactants Br[C:2]1[CH:3]=[C:4]([C:9]([CH3:12])([CH3:11])[CH3:10])[CH:5]=[C:6]([Br:8])[CH:7]=1.[CH3:13][O:14][C:15]1[C:20](B(O)O)=[CH:19][CH:18]=[CH:17][N:16]=1.C([O-])([O-])=O.[Na+].[Na+], predict the reaction product. The product is: [Br:8][C:6]1[CH:7]=[C:2]([C:20]2[C:15]([O:14][CH3:13])=[N:16][CH:17]=[CH:18][CH:19]=2)[CH:3]=[C:4]([C:9]([CH3:12])([CH3:11])[CH3:10])[CH:5]=1. (5) Given the reactants Br[C:2]1[CH:9]=[CH:8][CH:7]=[CH:6][C:3]=1[CH:4]=[O:5].[Br:10][C:11]1[CH:16]=[CH:15][C:14]([S:17]([O-:19])=[O:18])=[CH:13][CH:12]=1.[Na+].CN(C)CCN.O, predict the reaction product. The product is: [Br:10][C:11]1[CH:16]=[CH:15][C:14]([S:17]([C:2]2[CH:9]=[CH:8][CH:7]=[CH:6][C:3]=2[CH:4]=[O:5])(=[O:19])=[O:18])=[CH:13][CH:12]=1.